This data is from Catalyst prediction with 721,799 reactions and 888 catalyst types from USPTO. The task is: Predict which catalyst facilitates the given reaction. Reactant: Cl.[NH2:2][C@H:3]1[CH2:6][C@H:5]([CH2:7][OH:8])[CH2:4]1.[H-].[Na+].[O:11]1[C:15]2[CH:16]=[CH:17][CH:18]=[CH:19][C:14]=2[CH:13]=[C:12]1[C:20]1[N:24]2[N:25]=[C:26](Cl)[CH:27]=[CH:28][C:23]2=[N:22][CH:21]=1. Product: [O:11]1[C:15]2[CH:16]=[CH:17][CH:18]=[CH:19][C:14]=2[CH:13]=[C:12]1[C:20]1[N:24]2[N:25]=[C:26]([O:8][CH2:7][C@H:5]3[CH2:6][C@H:3]([NH2:2])[CH2:4]3)[CH:27]=[CH:28][C:23]2=[N:22][CH:21]=1. The catalyst class is: 3.